From a dataset of Forward reaction prediction with 1.9M reactions from USPTO patents (1976-2016). Predict the product of the given reaction. (1) Given the reactants [CH2:1]([O:3][C:4]([CH:6]1[CH2:11][NH:10][CH2:9][CH2:8][NH:7]1)=[O:5])[CH3:2].[C:12]([N:14]=[C:15](OC1C=CC=CC=1)[NH:16][C:17]1[CH:22]=[CH:21][CH:20]=[CH:19][C:18]=1[CH3:23])#[N:13], predict the reaction product. The product is: [C:12]([N:14]=[C:15]([N:10]1[CH2:9][CH2:8][NH:7][CH:6]([C:4]([O:3][CH2:1][CH3:2])=[O:5])[CH2:11]1)[NH:16][C:17]1[CH:22]=[CH:21][CH:20]=[CH:19][C:18]=1[CH3:23])#[N:13]. (2) The product is: [ClH:24].[CH3:1][C:2]1[CH:3]=[C:4]2[C:12](=[CH:13][CH:14]=1)[NH:11][C:10]1[C@H:9]([NH:15][C@@H:16]([C:18]3[CH:19]=[CH:20][CH:21]=[CH:22][CH:23]=3)[CH3:17])[CH2:8][CH2:7][CH2:6][C:5]2=1. Given the reactants [CH3:1][C:2]1[CH:3]=[C:4]2[C:12](=[CH:13][CH:14]=1)[NH:11][C:10]1[CH:9]([NH:15][C@@H:16]([C:18]3[CH:23]=[CH:22][CH:21]=[CH:20][CH:19]=3)[CH3:17])[CH2:8][CH2:7][CH2:6][C:5]2=1.[ClH:24], predict the reaction product. (3) Given the reactants [CH3:1][C:2]1([CH3:18])[C:6]([CH3:8])([CH3:7])[O:5][B:4]([C:9]2[CH:17]=[CH:16][C:12]([C:13]([OH:15])=O)=[CH:11][CH:10]=2)[O:3]1.[N:19]1([CH:24]2[CH2:29][CH2:28][NH:27][CH2:26][CH2:25]2)[CH2:23][CH2:22][CH2:21][CH2:20]1.ON1C2C=CC=CC=2N=N1.Cl.CN(C)CCCN=C=NCC, predict the reaction product. The product is: [N:19]1([CH:24]2[CH2:29][CH2:28][N:27]([C:13]([C:12]3[CH:11]=[CH:10][C:9]([B:4]4[O:5][C:6]([CH3:7])([CH3:8])[C:2]([CH3:1])([CH3:18])[O:3]4)=[CH:17][CH:16]=3)=[O:15])[CH2:26][CH2:25]2)[CH2:23][CH2:22][CH2:21][CH2:20]1. (4) The product is: [C:1]1([C:7]([C:9]2[N:14]=[C:13]3[S:15][C:16]([C:18]([O-:20])=[O:19])=[N:17][C:12]3=[CH:11][CH:10]=2)=[CH2:8])[CH:6]=[CH:5][CH:4]=[CH:3][CH:2]=1.[Na+:24]. Given the reactants [C:1]1([C:7]([C:9]2[N:14]=[C:13]3[S:15][C:16]([C:18]([O:20]CC)=[O:19])=[N:17][C:12]3=[CH:11][CH:10]=2)=[CH2:8])[CH:6]=[CH:5][CH:4]=[CH:3][CH:2]=1.[OH-].[Na+:24], predict the reaction product.